Predict the reaction yield, written as a fraction of the theoretical maximum amount of product (1.0 means a 100% yield; for example, 0.34 means a 34% yield). From a dataset of Reaction yield outcomes from USPTO patents with 853,638 reactions. (1) The reactants are Cl[O-].[Na+].[C:4]([NH:8][CH2:9][CH3:10])([CH3:7])([CH3:6])[CH3:5].[S:11]1[C:15]2[CH:16]=[CH:17][CH:18]=[CH:19][C:14]=2[N:13]=[C:12]1[S:20][S:20][C:12]1[S:11][C:15]2[CH:16]=[CH:17][CH:18]=[CH:19][C:14]=2[N:13]=1.[OH-].[Na+]. The catalyst is CO. The product is [CH2:9]([N:8]([C:4]([CH3:7])([CH3:6])[CH3:5])[S:20][C:12]1[S:11][C:15]2[CH:16]=[CH:17][CH:18]=[CH:19][C:14]=2[N:13]=1)[CH3:10]. The yield is 0.660. (2) The reactants are C(N(CC)CC)C.[OH:8][CH2:9][CH2:10][NH:11][C:12](=[O:18])[O:13][C:14]([CH3:17])([CH3:16])[CH3:15].Cl.CN(C)C.[C:24]1([CH3:36])[CH:29]=[C:28]([CH3:30])[CH:27]=[C:26]([CH3:31])[C:25]=1[S:32](Cl)(=[O:34])=[O:33]. The catalyst is ClCCl.O. The product is [CH3:36][C:24]1[CH:29]=[C:28]([CH3:30])[CH:27]=[C:26]([CH3:31])[C:25]=1[S:32]([O:8][CH2:9][CH2:10][NH:11][C:12]([O:13][C:14]([CH3:15])([CH3:17])[CH3:16])=[O:18])(=[O:33])=[O:34]. The yield is 0.870. (3) The reactants are [CH:1]1([NH:6][C:7]2[CH:8]=[C:9]([CH2:24][S:25]([CH3:28])(=[O:27])=[O:26])[CH:10]=[C:11]3[C:15]=2[NH:14][C:13]([C:16]2[S:17][CH2:18][C@@H:19]([CH2:21][CH2:22]I)[N:20]=2)=[CH:12]3)[CH2:5][CH2:4][CH2:3][CH2:2]1.[NH:29]1[CH2:34][CH2:33][O:32][CH2:31][CH2:30]1. The catalyst is CN(C)C=O. The product is [CH:1]1([NH:6][C:7]2[CH:8]=[C:9]([CH2:24][S:25]([CH3:28])(=[O:27])=[O:26])[CH:10]=[C:11]3[C:15]=2[NH:14][C:13]([C:16]2[S:17][CH2:18][C@@H:19]([CH2:21][CH2:22][N:29]4[CH2:34][CH2:33][O:32][CH2:31][CH2:30]4)[N:20]=2)=[CH:12]3)[CH2:5][CH2:4][CH2:3][CH2:2]1. The yield is 0.640. (4) The reactants are C(=O)([O-])[O-].[K+].[K+].Br[C:8]1[CH:17]=[CH:16][C:15]2[C:10](=[C:11]([Br:18])[CH:12]=[CH:13][CH:14]=2)[N:9]=1.[N:19]1[CH:24]=[CH:23][CH:22]=[C:21]([C:25]2[CH:30]=[CH:29][N:28]3[CH:31]=[CH:32][N:33]=[C:27]3[CH:26]=2)[CH:20]=1. The catalyst is O1CCOCC1.C([O-])(=O)C.[Pd+2].C([O-])(=O)C.C1C=CC([P]([Pd]([P](C2C=CC=CC=2)(C2C=CC=CC=2)C2C=CC=CC=2)([P](C2C=CC=CC=2)(C2C=CC=CC=2)C2C=CC=CC=2)[P](C2C=CC=CC=2)(C2C=CC=CC=2)C2C=CC=CC=2)(C2C=CC=CC=2)C2C=CC=CC=2)=CC=1. The product is [Br:18][C:11]1[CH:12]=[CH:13][CH:14]=[C:15]2[C:10]=1[N:9]=[C:8]([C:31]1[N:28]3[CH:29]=[CH:30][C:25]([C:21]4[CH:20]=[N:19][CH:24]=[CH:23][CH:22]=4)=[CH:26][C:27]3=[N:33][CH:32]=1)[CH:17]=[CH:16]2. The yield is 0.450. (5) The reactants are [CH2:1]([C:3]1([NH:25][C:26](=[O:32])[O:27][C:28]([CH3:31])([CH3:30])[CH3:29])[CH2:8][CH2:7][CH:6]([O:9][C:10]2[C:21]3[C:20]4[C@@H:19]([CH2:22][CH2:23][OH:24])[CH2:18][CH2:17][C:16]=4[S:15][C:14]=3[N:13]=[CH:12][N:11]=2)[CH2:5][CH2:4]1)[CH3:2].C1C=C[NH+]=CC=1.C1C=C[NH+]=CC=1.[O-:45][Cr](O[Cr]([O-])(=O)=O)(=O)=O. The catalyst is CN(C)C=O. The product is [C:28]([O:27][C:26]([NH:25][C:3]1([CH2:1][CH3:2])[CH2:8][CH2:7][CH:6]([O:9][C:10]2[C:21]3[C:20]4[C@@H:19]([CH2:22][C:23]([OH:45])=[O:24])[CH2:18][CH2:17][C:16]=4[S:15][C:14]=3[N:13]=[CH:12][N:11]=2)[CH2:5][CH2:4]1)=[O:32])([CH3:31])([CH3:30])[CH3:29]. The yield is 0.540.